From a dataset of hERG Central: cardiac toxicity at 1µM, 10µM, and general inhibition. Predict hERG channel inhibition at various concentrations. (1) The drug is CCCc1ccc(C(=O)N2CCN(c3ccccc3OCC)CC2)cc1. Results: hERG_inhib (hERG inhibition (general)): blocker. (2) Results: hERG_inhib (hERG inhibition (general)): blocker. The molecule is Cc1cccc(N2CCN(C(=O)C3CC(=O)N(C4CCCC4)C3)CC2)c1C. (3) The compound is CC(OC(=O)c1ccc(Cl)c([N+](=O)[O-])c1)C(=O)N1CCN(Cc2ccccc2)CC1. Results: hERG_inhib (hERG inhibition (general)): blocker.